This data is from Peptide-MHC class I binding affinity with 185,985 pairs from IEDB/IMGT. The task is: Regression. Given a peptide amino acid sequence and an MHC pseudo amino acid sequence, predict their binding affinity value. This is MHC class I binding data. (1) The binding affinity (normalized) is 0.581. The MHC is Mamu-B08 with pseudo-sequence Mamu-B08. The peptide sequence is RRGGRWIL. (2) The peptide sequence is AMFIGHATA. The MHC is HLA-B18:01 with pseudo-sequence HLA-B18:01. The binding affinity (normalized) is 0.0847. (3) The peptide sequence is HTSSGRTSL. The MHC is HLA-B35:01 with pseudo-sequence HLA-B35:01. The binding affinity (normalized) is 0.0847.